From a dataset of Reaction yield outcomes from USPTO patents with 853,638 reactions. Predict the reaction yield, written as a fraction of the theoretical maximum amount of product (1.0 means a 100% yield; for example, 0.34 means a 34% yield). (1) The reactants are Cl[C:2]1[N:7]=[C:6]([NH:8][C:9]2[CH:10]=[C:11]3[C:15](=[CH:16][CH:17]=2)[NH:14][N:13]=[CH:12]3)[CH:5]=[CH:4][N:3]=1.[CH:18]1([NH:21][C:22](=[O:41])[CH2:23][O:24][C:25]2[CH:30]=[C:29](B3OC(C)(C)C(C)(C)O3)[CH:28]=[C:27]([F:40])[CH:26]=2)[CH2:20][CH2:19]1.[F-].[Cs+]. The catalyst is O1CCOCC1.O.C(Cl)Cl.C1C=CC(P(C2C=CC=CC=2)[C-]2C=CC=C2)=CC=1.C1C=CC(P(C2C=CC=CC=2)[C-]2C=CC=C2)=CC=1.Cl[Pd]Cl.[Fe+2]. The product is [NH:14]1[C:15]2[C:11](=[CH:10][C:9]([NH:8][C:6]3[CH:5]=[CH:4][N:3]=[C:2]([C:29]4[CH:30]=[C:25]([CH:26]=[C:27]([F:40])[CH:28]=4)[O:24][CH2:23][C:22]([NH:21][CH:18]4[CH2:20][CH2:19]4)=[O:41])[N:7]=3)=[CH:17][CH:16]=2)[CH:12]=[N:13]1. The yield is 0.140. (2) The reactants are [CH:1]([NH2:3])=O.C(O)(=O)C.[NH2:8][C:9]1[CH:17]=[C:16]([F:18])[C:15]([F:19])=[CH:14][C:10]=1[C:11](O)=[O:12]. The catalyst is O. The product is [F:19][C:15]1[CH:14]=[C:10]2[C:9](=[CH:17][C:16]=1[F:18])[N:8]=[CH:1][N:3]=[C:11]2[OH:12]. The yield is 0.840.